From a dataset of Catalyst prediction with 721,799 reactions and 888 catalyst types from USPTO. Predict which catalyst facilitates the given reaction. Reactant: [C:1]1([P:7]([C:14]2[CH:19]=[CH:18][CH:17]=[CH:16][CH:15]=2)[C:8]2[CH:13]=[CH:12][CH:11]=[CH:10][CH:9]=2)[CH:6]=[CH:5][CH:4]=[CH:3][CH:2]=1.[Br:20][CH2:21][CH2:22][CH2:23][CH2:24][C:25]([NH:27][CH2:28][CH3:29])=[O:26]. Product: [Br-:20].[CH2:28]([NH:27][C:25](=[O:26])[CH2:24][CH2:23][CH2:22][CH2:21][P+:7]([C:1]1[CH:2]=[CH:3][CH:4]=[CH:5][CH:6]=1)([C:8]1[CH:13]=[CH:12][CH:11]=[CH:10][CH:9]=1)[C:14]1[CH:15]=[CH:16][CH:17]=[CH:18][CH:19]=1)[CH3:29]. The catalyst class is: 23.